Predict the reactants needed to synthesize the given product. From a dataset of Full USPTO retrosynthesis dataset with 1.9M reactions from patents (1976-2016). (1) Given the product [NH2:1][CH:4]1[CH2:5][N:6]([C:8]2[CH:9]=[CH:10][C:11]([NH:14][C:15]3[N:20]=[C:19]([C:21]4[N:25]([CH:26]([CH3:27])[CH3:28])[C:24]([CH3:29])=[N:23][CH:22]=4)[C:18]([F:30])=[CH:17][N:16]=3)=[CH:12][CH:13]=2)[CH2:7]1, predict the reactants needed to synthesize it. The reactants are: [N:1]([CH:4]1[CH2:7][N:6]([C:8]2[CH:13]=[CH:12][C:11]([NH:14][C:15]3[N:20]=[C:19]([C:21]4[N:25]([CH:26]([CH3:28])[CH3:27])[C:24]([CH3:29])=[N:23][CH:22]=4)[C:18]([F:30])=[CH:17][N:16]=3)=[CH:10][CH:9]=2)[CH2:5]1)=[N+]=[N-].C1(P(C2C=CC=CC=2)C2C=CC=CC=2)C=CC=CC=1.O.Cl. (2) Given the product [CH3:1][C:2]1[N:3]=[CH:4][N:5]([C:7]2[CH:13]=[CH:12][C:10]([NH:11][CH:16]([CH3:17])[CH2:15][C:14]([NH:19][C:20](=[O:26])[O:21][C:22]([CH3:25])([CH3:24])[CH3:23])=[O:18])=[CH:9][CH:8]=2)[CH:6]=1, predict the reactants needed to synthesize it. The reactants are: [CH3:1][C:2]1[N:3]=[CH:4][N:5]([C:7]2[CH:13]=[CH:12][C:10]([NH2:11])=[CH:9][CH:8]=2)[CH:6]=1.[C:14]([NH:19][C:20](=[O:26])[O:21][C:22]([CH3:25])([CH3:24])[CH3:23])(=[O:18])/[CH:15]=[CH:16]/[CH3:17]. (3) Given the product [C:10]([N:9]=[C:8]([O:12][C:13]1[CH:14]=[CH:15][CH:16]=[CH:17][CH:18]=1)[NH:24][C:23]1[CH:25]=[CH:26][C:20]([F:19])=[CH:21][CH:22]=1)#[N:11], predict the reactants needed to synthesize it. The reactants are: C1C=CC(O[C:8]([O:12][C:13]2[CH:18]=[CH:17][CH:16]=[CH:15][CH:14]=2)=[N:9][C:10]#[N:11])=CC=1.[F:19][C:20]1[CH:26]=[CH:25][C:23]([NH2:24])=[CH:22][CH:21]=1. (4) Given the product [Cl:1][C:2]1[C:3]([CH3:31])=[C:4]([CH:28]([OH:29])[CH2:30][NH:35][CH:32]([CH3:34])[CH3:33])[C:5]([O:26][CH3:27])=[C:6]([CH:8]([NH:10][C:11]2[N:19]=[CH:18][N:17]=[C:16]3[C:12]=2[N:13]=[CH:14][N:15]3[CH:20]2[CH2:25][CH2:24][CH2:23][CH2:22][O:21]2)[CH3:9])[CH:7]=1, predict the reactants needed to synthesize it. The reactants are: [Cl:1][C:2]1[C:3]([CH3:31])=[C:4]([CH:28]2[CH2:30][O:29]2)[C:5]([O:26][CH3:27])=[C:6]([CH:8]([NH:10][C:11]2[N:19]=[CH:18][N:17]=[C:16]3[C:12]=2[N:13]=[CH:14][N:15]3[CH:20]2[CH2:25][CH2:24][CH2:23][CH2:22][O:21]2)[CH3:9])[CH:7]=1.[CH:32]([NH2:35])([CH3:34])[CH3:33].CCN(C(C)C)C(C)C.CO. (5) Given the product [CH2:32]([O:31][C:29]([NH:28][C@@H:22]([CH2:23][C:24]([CH3:27])([CH3:26])[CH3:25])[C:21]([NH:20][C@H:8]([CH2:9][N:10]1[C:18]2[C:13](=[CH:14][C:15]([F:19])=[CH:16][CH:17]=2)[CH2:12][CH2:11]1)[CH2:7][C:6]([OH:40])=[O:5])=[O:39])=[O:30])[C:33]1[CH:38]=[CH:37][CH:36]=[CH:35][CH:34]=1, predict the reactants needed to synthesize it. The reactants are: C([O:5][C:6](=[O:40])[CH2:7][C@H:8]([NH:20][C:21](=[O:39])[C@@H:22]([NH:28][C:29]([O:31][CH2:32][C:33]1[CH:38]=[CH:37][CH:36]=[CH:35][CH:34]=1)=[O:30])[CH2:23][C:24]([CH3:27])([CH3:26])[CH3:25])[CH2:9][N:10]1[C:18]2[C:13](=[CH:14][C:15]([F:19])=[CH:16][CH:17]=2)[CH2:12][CH2:11]1)(C)(C)C. (6) Given the product [Si:1]([O:8][CH2:9][CH:10]([O:33][CH2:37][C:38]([N:40]([O:42][CH3:43])[CH3:41])=[O:39])[CH2:11][N:12]1[C:20]([C:21]2[CH:28]=[CH:27][CH:26]=[C:23]([C:24]#[N:25])[CH:22]=2)=[C:19]2[C:14]([N:15]([CH3:32])[C:16](=[O:31])[N:17]([CH3:30])[C:18]2=[O:29])=[CH:13]1)([C:4]([CH3:7])([CH3:6])[CH3:5])([CH3:2])[CH3:3], predict the reactants needed to synthesize it. The reactants are: [Si:1]([O:8][CH2:9][CH:10]([OH:33])[CH2:11][N:12]1[C:20]([C:21]2[CH:22]=[C:23]([CH:26]=[CH:27][CH:28]=2)[C:24]#[N:25])=[C:19]2[C:14]([N:15]([CH3:32])[C:16](=[O:31])[N:17]([CH3:30])[C:18]2=[O:29])=[CH:13]1)([C:4]([CH3:7])([CH3:6])[CH3:5])([CH3:3])[CH3:2].[H-].[Na+].Br[CH2:37][C:38]([N:40]([O:42][CH3:43])[CH3:41])=[O:39]. (7) Given the product [CH2:10]([O:17][C:18]1[CH:19]=[CH:20][C:21]2[C:22]3[S:31][C:30]([CH2:32][CH3:33])=[N:29][C:23]=3[C:24]([NH2:5])=[N:25][C:26]=2[CH:27]=1)[C:11]1[CH:16]=[CH:15][CH:14]=[CH:13][CH:12]=1, predict the reactants needed to synthesize it. The reactants are: ClC(Cl)(Cl)C([N:5]=C=O)=O.[CH2:10]([O:17][C:18]1[CH:19]=[CH:20][C:21]2[C:22]3[S:31][C:30]([CH2:32][CH3:33])=[N:29][C:23]=3[CH:24]=[N+:25]([O-])[C:26]=2[CH:27]=1)[C:11]1[CH:16]=[CH:15][CH:14]=[CH:13][CH:12]=1.[OH-].[NH4+]. (8) Given the product [F:35][C:29]1[CH:28]=[C:27]([CH:32]=[CH:31][C:30]=1[O:33][CH3:34])[CH2:26][N:5]1[C:4]2[CH:3]=[C:2]([C:38]3[CH:39]=[CH:40][CH:41]=[CH:42][C:37]=3[F:36])[S:10][C:9]=2[C:8](=[O:11])[N:7]([CH:12]2[CH2:13][CH2:14][N:15]([C:18]([O:20][C:21]([CH3:23])([CH3:24])[CH3:22])=[O:19])[CH2:16][CH2:17]2)[C:6]1=[O:25], predict the reactants needed to synthesize it. The reactants are: Br[C:2]1[S:10][C:9]2[C:8](=[O:11])[N:7]([CH:12]3[CH2:17][CH2:16][N:15]([C:18]([O:20][C:21]([CH3:24])([CH3:23])[CH3:22])=[O:19])[CH2:14][CH2:13]3)[C:6](=[O:25])[N:5]([CH2:26][C:27]3[CH:32]=[CH:31][C:30]([O:33][CH3:34])=[C:29]([F:35])[CH:28]=3)[C:4]=2[CH:3]=1.[F:36][C:37]1[CH:42]=[CH:41][CH:40]=[CH:39][C:38]=1B(O)O.C(=O)([O-])[O-].[Cs+].[Cs+].